This data is from M1 muscarinic receptor antagonist screen with 61,756 compounds. The task is: Binary Classification. Given a drug SMILES string, predict its activity (active/inactive) in a high-throughput screening assay against a specified biological target. (1) The molecule is OC(CN(C(C)C)C(C)C)COc1c(CC=C)cccc1. The result is 1 (active). (2) The molecule is S(=O)(=O)(N(CC(=O)Nc1cc(N(S(=O)(=O)C)C)ccc1)c1cc(OC)c(OC)cc1)C. The result is 0 (inactive). (3) The drug is S(c1[nH]nc(c2ccccc2)c(=O)n1)CC#C. The result is 0 (inactive). (4) The drug is OC1(N(C2CCCCC2)C(=O)c2c1cccc2)c1[nH]ccn1. The result is 0 (inactive).